This data is from Forward reaction prediction with 1.9M reactions from USPTO patents (1976-2016). The task is: Predict the product of the given reaction. (1) Given the reactants [F:1][C:2]1[CH:7]=[CH:6][CH:5]=[C:4]([F:8])[C:3]=1[O:9][C:10]1[CH:15]=[CH:14][C:13]([N+:16]([O-])=O)=[CH:12][CH:11]=1.O.NN, predict the reaction product. The product is: [F:1][C:2]1[CH:7]=[CH:6][CH:5]=[C:4]([F:8])[C:3]=1[O:9][C:10]1[CH:11]=[CH:12][C:13]([NH2:16])=[CH:14][CH:15]=1. (2) Given the reactants [CH3:1][N:2]([CH3:45])[C@H:3]1[CH2:8][CH2:7][C@H:6]([N:9]([CH2:43][CH3:44])[C:10]2[C:11]([CH3:42])=[C:12]([C:29]([NH:31][CH2:32][C:33]3[C:34]([O:40]C)=[N:35][N:36]([CH3:39])[C:37]=3[CH3:38])=[O:30])[CH:13]=[C:14]([C:16]3[CH:21]=[CH:20][C:19]([CH2:22][N:23]4[CH2:28][CH2:27][O:26][CH2:25][CH2:24]4)=[CH:18][CH:17]=3)[CH:15]=2)[CH2:5][CH2:4]1.B(Br)(Br)Br.C(=O)(O)[O-].[Na+], predict the reaction product. The product is: [CH3:39][N:36]1[C:37]([CH3:38])=[C:33]([CH2:32][NH:31][C:29]([C:12]2[CH:13]=[C:14]([C:16]3[CH:21]=[CH:20][C:19]([CH2:22][N:23]4[CH2:24][CH2:25][O:26][CH2:27][CH2:28]4)=[CH:18][CH:17]=3)[CH:15]=[C:10]([N:9]([C@H:6]3[CH2:7][CH2:8][C@H:3]([N:2]([CH3:1])[CH3:45])[CH2:4][CH2:5]3)[CH2:43][CH3:44])[C:11]=2[CH3:42])=[O:30])[C:34](=[O:40])[NH:35]1.